This data is from Forward reaction prediction with 1.9M reactions from USPTO patents (1976-2016). The task is: Predict the product of the given reaction. (1) Given the reactants [C:1](O)([C:3]([F:6])([F:5])[F:4])=O.[NH:8]([C:10]1[N:15]=[N:14][C:13]([C:16]2[CH2:21][CH2:20][N:19](C(OC(C)(C)C)=O)[CH2:18][CH:17]=2)=[CH:12][CH:11]=1)[NH2:9], predict the reaction product. The product is: [NH:19]1[CH2:18][CH:17]=[C:16]([C:13]2[CH:12]=[CH:11][C:10]3[N:15]([C:1]([C:3]([F:6])([F:5])[F:4])=[N:9][N:8]=3)[N:14]=2)[CH2:21][CH2:20]1. (2) Given the reactants [NH2:1][C:2]1[S:3][C:4]([CH:10]2[CH2:15][CH2:14][CH2:13][CH2:12][CH2:11]2)=[CH:5][C:6]=1[C:7]([NH2:9])=[O:8].[C:16](Cl)(=O)[CH3:17], predict the reaction product. The product is: [CH:10]1([C:4]2[S:3][C:2]3[N:1]=[C:16]([CH3:17])[NH:9][C:7](=[O:8])[C:6]=3[CH:5]=2)[CH2:11][CH2:12][CH2:13][CH2:14][CH2:15]1. (3) The product is: [F:20][C:2]([F:1])([F:19])[C:3]1[CH:4]=[C:5]2[C:9](=[CH:10][CH:11]=1)[N:8]([CH2:23][C:24]([C:27]1[CH:28]=[N:29][CH:30]=[CH:31][CH:32]=1)([OH:25])[CH3:26])[C:7]1[CH2:12][C@@H:13]3[N:17]([CH2:18][C:6]2=1)[CH2:16][CH2:15][CH2:14]3. Given the reactants [F:1][C:2]([F:20])([F:19])[C:3]1[CH:4]=[C:5]2[C:9](=[CH:10][CH:11]=1)[NH:8][C:7]1[CH2:12][C@@H:13]3[N:17]([CH2:18][C:6]2=1)[CH2:16][CH2:15][CH2:14]3.[H-].[Na+].[CH3:23][C:24]1([C:27]2[CH:28]=[N:29][CH:30]=[CH:31][CH:32]=2)[CH2:26][O:25]1, predict the reaction product. (4) Given the reactants [Cl:1][C:2]1[C:11]2[N:10]=[C:9]([C:12]3[N:16]([C:17]4[C:22]([Cl:23])=[CH:21][CH:20]=[CH:19][N:18]=4)[N:15]=[C:14]([Cl:24])[CH:13]=3)[O:8][C:7](=[O:25])[C:6]=2[CH:5]=[C:4]([C:26]#[N:27])[CH:3]=1.[CH3:28][NH2:29], predict the reaction product. The product is: [Cl:24][C:14]1[CH:13]=[C:12]([C:9]([NH:10][C:11]2[C:6]([C:7]([NH:29][CH3:28])=[O:25])=[CH:5][C:4]([C:26]#[N:27])=[CH:3][C:2]=2[Cl:1])=[O:8])[N:16]([C:17]2[C:22]([Cl:23])=[CH:21][CH:20]=[CH:19][N:18]=2)[N:15]=1. (5) Given the reactants C(OC([NH:8][CH:9]([C:15]1[CH:20]=[CH:19][CH:18]=[C:17]([O:21][CH2:22][CH2:23][F:24])[CH:16]=1)[CH2:10][C:11]([O:13][CH3:14])=[O:12])=O)(C)(C)C.FC(F)(F)C(O)=O, predict the reaction product. The product is: [NH2:8][CH:9]([C:15]1[CH:20]=[CH:19][CH:18]=[C:17]([O:21][CH2:22][CH2:23][F:24])[CH:16]=1)[CH2:10][C:11]([O:13][CH3:14])=[O:12]. (6) Given the reactants [CH3:1][N:2]1[C:10]2[C:5](=[CH:6][C:7]([N:11]3[CH2:19][C:18]4[C:13](=[CH:14][C:15](B5OC(C)(C)C(C)(C)O5)=[CH:16][CH:17]=4)[C:12]3=[O:29])=[CH:8][CH:9]=2)[CH:4]=[CH:3]1.Br[CH:31]=[C:32]([CH3:34])[CH3:33].C(=O)([O-])[O-].[Cs+].[Cs+], predict the reaction product. The product is: [CH3:1][N:2]1[C:10]2[C:5](=[CH:6][C:7]([N:11]3[CH2:19][C:18]4[C:13](=[CH:14][C:15]([CH:31]=[C:32]([CH3:34])[CH3:33])=[CH:16][CH:17]=4)[C:12]3=[O:29])=[CH:8][CH:9]=2)[CH:4]=[CH:3]1. (7) Given the reactants [Br:1][C:2]1[CH:3]=[C:4]([CH:10]=O)[C:5]([CH:8]=O)=[CH:6][CH:7]=1.O.[NH2:13][NH2:14], predict the reaction product. The product is: [Br:1][C:2]1[CH:3]=[C:4]2[C:5](=[CH:6][CH:7]=1)[CH:8]=[N:14][N:13]=[CH:10]2. (8) Given the reactants [OH:1][C:2]1[C:3]2[N:4]([C:9]([C:13]([O:15][CH2:16][CH3:17])=[O:14])=[C:10]([CH3:12])[N:11]=2)[CH:5]=[C:6]([CH3:8])[CH:7]=1.C(=O)([O-])[O-].[Cs+].[Cs+].[F:24][C:25]([F:35])([F:34])[CH:26]([C:30]([F:33])([F:32])[F:31])[CH2:27][CH2:28]Br.O, predict the reaction product. The product is: [CH3:12][C:10]1[N:11]=[C:3]2[C:2]([O:1][CH2:28][CH2:27][CH:26]([C:25]([F:24])([F:34])[F:35])[C:30]([F:31])([F:33])[F:32])=[CH:7][C:6]([CH3:8])=[CH:5][N:4]2[C:9]=1[C:13]([O:15][CH2:16][CH3:17])=[O:14]. (9) The product is: [NH2:18][C@@H:11]([CH2:12][N:2]([CH3:3])[CH3:1])[C:4]([O:6][CH3:7])=[O:5]. Given the reactants [CH3:1][NH:2][CH3:3].[C:4]([C@:11]([NH2:18])(CBr)[C:12](OC)=O)([O:6][C:7](C)(C)C)=[O:5], predict the reaction product. (10) Given the reactants [Cl:1][C:2]1[CH:10]=[C:9]2[C:5]([CH2:6][C:7](=[O:11])[NH:8]2)=[CH:4][CH:3]=1.[Cl:12][C:13]1[C:14]([F:21])=[C:15]([CH:18]=[CH:19][CH:20]=1)[CH:16]=O.N1CCCCC1, predict the reaction product. The product is: [Cl:1][C:2]1[CH:10]=[C:9]2[C:5](/[C:6](=[CH:16]/[C:15]3[CH:18]=[CH:19][CH:20]=[C:13]([Cl:12])[C:14]=3[F:21])/[C:7](=[O:11])[NH:8]2)=[CH:4][CH:3]=1.